Task: Predict the product of the given reaction.. Dataset: Forward reaction prediction with 1.9M reactions from USPTO patents (1976-2016) (1) Given the reactants [CH3:1][C:2]1[CH:7]=[C:6]([C:8]2[CH:9]=[CH:10][C:11]3[N:17]4[CH2:18][C@H:14]([CH2:15][CH2:16]4)[NH:13][C:12]=3[N:19]=2)[CH:5]=[CH:4][N:3]=1.ClC(Cl)(O[C:24](=[O:30])OC(Cl)(Cl)Cl)Cl.C(N(CC)CC)C.[NH:39]1[C:47]2[CH:46]=[CH:45][N:44]=[C:43]([NH2:48])[C:42]=2[N:41]=[CH:40]1, predict the reaction product. The product is: [NH:39]1[C:47]2[CH:46]=[CH:45][N:44]=[C:43]([NH:48][C:24]([N:13]3[C@@H:14]4[CH2:18][N:17]([CH2:16][CH2:15]4)[C:11]4[CH:10]=[CH:9][C:8]([C:6]5[CH:5]=[CH:4][N:3]=[C:2]([CH3:1])[CH:7]=5)=[N:19][C:12]3=4)=[O:30])[C:42]=2[N:41]=[CH:40]1. (2) Given the reactants [NH2:1][C:2]1[CH:3]=[C:4]([CH:14]=[CH:15][CH:16]=1)[CH2:5][NH:6][C:7](=[O:13])[O:8][C:9]([CH3:12])([CH3:11])[CH3:10].N1C=CC=CC=1.[CH3:23][S:24](Cl)(=[O:26])=[O:25], predict the reaction product. The product is: [CH3:23][S:24]([NH:1][C:2]1[CH:3]=[C:4]([CH:14]=[CH:15][CH:16]=1)[CH2:5][NH:6][C:7](=[O:13])[O:8][C:9]([CH3:12])([CH3:11])[CH3:10])(=[O:26])=[O:25]. (3) Given the reactants CS(O)(=O)=O.[C:6]1([S:12]([CH:15]=[CH:16][C:17]2[CH:18]=[C:19]3[C:23](=[CH:24][CH:25]=2)[NH:22][CH:21]=[C:20]3[CH2:26][C@H:27]2[CH2:31][CH2:30][CH2:29][N:28]2[CH3:32])(=[O:14])=[O:13])[CH:11]=[CH:10][CH:9]=[CH:8][CH:7]=1.CS(O)(=O)=O.[H][H].[C:40]1([CH3:50])[CH:45]=[CH:44][C:43]([S:46]([OH:49])(=[O:48])=[O:47])=[CH:42][CH:41]=1, predict the reaction product. The product is: [CH3:32][N:28]1[C@@H:27]([CH2:26][C:20]2[C:19]3[CH:18]=[C:17]([CH2:16][CH2:15][S:12]([C:6]4[CH:7]=[CH:8][CH:9]=[CH:10][CH:11]=4)(=[O:13])=[O:14])[CH:25]=[CH:24][C:23]=3[NH:22][CH:21]=2)[CH2:31][CH2:30][CH2:29]1.[CH3:50][C:40]1[CH:45]=[CH:44][C:43]([S:46]([OH:49])(=[O:48])=[O:47])=[CH:42][CH:41]=1. (4) The product is: [CH2:1]([O:8][C:9]1[CH:14]=[C:13]([O:15][CH2:16][C:17]2[CH:18]=[CH:19][CH:20]=[CH:21][CH:22]=2)[C:12]([CH:23]([CH3:24])[CH3:25])=[CH:11][C:10]=1[C:26]1[O:30][N:29]=[C:28]([C:31]([NH:32][CH2:33][CH3:34])=[O:35])[C:27]=1[C:36]1[N:40]=[C:39]([C:41]([N:46]2[CH2:51][CH2:50][O:49][CH2:48][CH2:47]2)=[O:42])[O:38][N:37]=1)[C:2]1[CH:7]=[CH:6][CH:5]=[CH:4][CH:3]=1. Given the reactants [CH2:1]([O:8][C:9]1[CH:14]=[C:13]([O:15][CH2:16][C:17]2[CH:22]=[CH:21][CH:20]=[CH:19][CH:18]=2)[C:12]([CH:23]([CH3:25])[CH3:24])=[CH:11][C:10]=1[C:26]1[O:30][N:29]=[C:28]([C:31](=[O:35])[NH:32][CH2:33][CH3:34])[C:27]=1[C:36]1[N:40]=[C:39]([C:41](OCC)=[O:42])[O:38][N:37]=1)[C:2]1[CH:7]=[CH:6][CH:5]=[CH:4][CH:3]=1.[NH:46]1[CH2:51][CH2:50][O:49][CH2:48][CH2:47]1, predict the reaction product. (5) Given the reactants [CH3:1][C:2]1[C:20]([CH3:21])=[CH:19][CH:18]=[CH:17][C:3]=1[O:4][C:5]1[CH:10]=[CH:9][C:8]([CH:11]2[O:16][CH2:15][CH2:14][NH:13][CH2:12]2)=[CH:7][CH:6]=1.[C:22]([O:28][C:29]([CH3:32])([CH3:31])[CH3:30])(=[O:27])[CH2:23][C:24]([CH3:26])=O.C(O[BH-](OC(=O)C)OC(=O)C)(=O)C.[Na+].C([O-])(O)=O.[Na+], predict the reaction product. The product is: [C:29]([O:28][C:22](=[O:27])[CH2:23][CH:24]([N:13]1[CH2:14][CH2:15][O:16][CH:11]([C:8]2[CH:7]=[CH:6][C:5]([O:4][C:3]3[CH:17]=[CH:18][CH:19]=[C:20]([CH3:21])[C:2]=3[CH3:1])=[CH:10][CH:9]=2)[CH2:12]1)[CH3:26])([CH3:32])([CH3:31])[CH3:30]. (6) Given the reactants [BH4-].C([N+](CCCC)(CCCC)CCCC)CCC.[C:19]1([CH3:36])[CH:24]=[CH:23][CH:22]=[CH:21][C:20]=1[C:25]1[C:26]2[CH:35]=[CH:34][CH:33]=[CH:32][C:27]=2[S:28][C:29]=1[CH:30]=[O:31], predict the reaction product. The product is: [C:19]1([CH3:36])[CH:24]=[CH:23][CH:22]=[CH:21][C:20]=1[C:25]1[C:26]2[CH:35]=[CH:34][CH:33]=[CH:32][C:27]=2[S:28][C:29]=1[CH2:30][OH:31]. (7) Given the reactants [Br:1][C:2]1[CH:7]=[CH:6][C:5]([C@H:8]([NH:13][C:14]([O:16][C:17]([CH3:20])([CH3:19])[CH3:18])=[O:15])[CH2:9][C:10]([OH:12])=[O:11])=[CH:4][CH:3]=1.[CH3:21]N(C(ON1N=NC2C=CC=CC1=2)=[N+](C)C)C.[B-](F)(F)(F)F.C1C=CC2N(O)N=NC=2C=1.CCN(C(C)C)C(C)C, predict the reaction product. The product is: [CH3:21][O:11][C:10](=[O:12])[CH2:9][C@H:8]([C:5]1[CH:4]=[CH:3][C:2]([Br:1])=[CH:7][CH:6]=1)[NH:13][C:14]([O:16][C:17]([CH3:20])([CH3:19])[CH3:18])=[O:15]. (8) Given the reactants C(O)(=O)C.[C:5]([N:8]1[C:17]2[CH:16]=[CH:15][C:14]([NH2:18])=[CH:13][C:12]=2[C:11]2[N:19]([C:25]3[CH:33]=[CH:32][C:28]4[O:29][CH2:30][O:31][C:27]=4[CH:26]=3)[N:20]=[C:21]([C:22]([NH2:24])=[O:23])[C:10]=2[CH2:9]1)(=[O:7])[CH3:6].[CH3:34][S:35](Cl)(=[O:37])=[O:36], predict the reaction product. The product is: [C:5]([N:8]1[C:17]2[CH:16]=[CH:15][C:14]([NH:18][S:35]([CH3:34])(=[O:37])=[O:36])=[CH:13][C:12]=2[C:11]2[N:19]([C:25]3[CH:33]=[CH:32][C:28]4[O:29][CH2:30][O:31][C:27]=4[CH:26]=3)[N:20]=[C:21]([C:22]([NH2:24])=[O:23])[C:10]=2[CH2:9]1)(=[O:7])[CH3:6]. (9) Given the reactants [C:1]([C:4]1[CH:5]=[C:6]([C:18]2[N:22]([CH2:23][CH:24]3[CH2:29][CH2:28][CH2:27][CH2:26][CH2:25]3)[C:21]([CH3:30])=[C:20]([C:31]([NH:33][CH:34]3[CH2:39][CH2:38][O:37][CH2:36][CH2:35]3)=[O:32])[CH:19]=2)[CH:7]=[CH:8][C:9]=1[C:10]1[N:14]([CH:15]([CH3:17])[CH3:16])[N:13]=[CH:12][CH:11]=1)(=[O:3])[CH3:2].[CH3:40][Mg+].[Br-].[NH4+].[Cl-], predict the reaction product. The product is: [CH:24]1([CH2:23][N:22]2[C:18]([C:6]3[CH:7]=[CH:8][C:9]([C:10]4[N:14]([CH:15]([CH3:16])[CH3:17])[N:13]=[CH:12][CH:11]=4)=[C:4]([C:1]([OH:3])([CH3:40])[CH3:2])[CH:5]=3)=[CH:19][C:20]([C:31]([NH:33][CH:34]3[CH2:35][CH2:36][O:37][CH2:38][CH2:39]3)=[O:32])=[C:21]2[CH3:30])[CH2:29][CH2:28][CH2:27][CH2:26][CH2:25]1. (10) Given the reactants [C:1](Cl)(Cl)=[S:2].C(=O)(O)[O-].[Na+].[Cl:10][C:11]1[CH:12]=[C:13]([CH:17]([C:20]2[CH:25]=[CH:24][C:23]([N+:26]([O-:28])=[O:27])=[CH:22][CH:21]=2)[CH2:18][NH2:19])[CH:14]=[CH:15][CH:16]=1, predict the reaction product. The product is: [Cl:10][C:11]1[CH:12]=[C:13]([CH:17]([C:20]2[CH:25]=[CH:24][C:23]([N+:26]([O-:28])=[O:27])=[CH:22][CH:21]=2)[CH2:18][N:19]=[C:1]=[S:2])[CH:14]=[CH:15][CH:16]=1.